From a dataset of Full USPTO retrosynthesis dataset with 1.9M reactions from patents (1976-2016). Predict the reactants needed to synthesize the given product. (1) Given the product [Cl:1][C:2]1[CH:7]=[C:6]([NH:13][C:14]2[CH:15]=[CH:16][C:17]([CH2:20][C:21]([O:23][CH2:24][CH3:25])=[O:22])=[CH:18][CH:19]=2)[CH:5]=[C:4]([C:9]([F:12])([F:11])[F:10])[N:3]=1, predict the reactants needed to synthesize it. The reactants are: [Cl:1][C:2]1[CH:7]=[C:6](I)[CH:5]=[C:4]([C:9]([F:12])([F:11])[F:10])[N:3]=1.[NH2:13][C:14]1[CH:19]=[CH:18][C:17]([CH2:20][C:21]([O:23][CH2:24][CH3:25])=[O:22])=[CH:16][CH:15]=1. (2) Given the product [C:1]([O:5][C:6]([NH:8][CH2:9][C@H:10]1[CH2:15][CH2:14][C@H:13]([C:16]([NH:18][C@H:19]([C:20](=[O:21])[NH:67][C:65]2[CH:64]=[CH:63][C:61]3[NH:62][C:58]([N:53]4[CH:57]=[CH:56][CH:55]=[N:54]4)=[N:59][C:60]=3[CH:66]=2)[CH2:23][C:24]2[CH:29]=[CH:28][C:27]([C:30]3[CH:35]=[CH:34][C:33]([C:36]([NH:37][CH:38]4[CH2:39][CH2:40][N:41]([C:44]([O:46][C:47]([CH3:50])([CH3:49])[CH3:48])=[O:45])[CH2:42][CH2:43]4)=[O:51])=[CH:32][C:31]=3[CH3:52])=[CH:26][CH:25]=2)=[O:17])[CH2:12][CH2:11]1)=[O:7])([CH3:3])([CH3:2])[CH3:4], predict the reactants needed to synthesize it. The reactants are: [C:1]([O:5][C:6]([NH:8][CH2:9][C@H:10]1[CH2:15][CH2:14][C@H:13]([C:16]([NH:18][C@@H:19]([CH2:23][C:24]2[CH:29]=[CH:28][C:27]([C:30]3[CH:35]=[CH:34][C:33]([C:36](=[O:51])[NH:37][CH:38]4[CH2:43][CH2:42][N:41]([C:44]([O:46][C:47]([CH3:50])([CH3:49])[CH3:48])=[O:45])[CH2:40][CH2:39]4)=[CH:32][C:31]=3[CH3:52])=[CH:26][CH:25]=2)[C:20](O)=[O:21])=[O:17])[CH2:12][CH2:11]1)=[O:7])([CH3:4])([CH3:3])[CH3:2].[N:53]1([C:58]2[NH:62][C:61]3[CH:63]=[CH:64][C:65]([NH2:67])=[CH:66][C:60]=3[N:59]=2)[CH:57]=[CH:56][CH:55]=[N:54]1.C(N(CC)C(C)C)(C)C.F[P-](F)(F)(F)(F)F.CN(C(ON1C2=NC=CC=C2N=N1)=[N+](C)C)C. (3) Given the product [CH3:1][O:2][C:3]1[CH:8]=[C:7]([C:6]([O:9][CH2:10][O:11][CH3:12])=[CH:5][N:4]=1)[CH:18]=[O:19], predict the reactants needed to synthesize it. The reactants are: [CH3:1][O:2][C:3]1[CH:8]=[CH:7][C:6]([O:9][CH2:10][O:11][CH3:12])=[CH:5][N:4]=1.C[Li].CN([CH:18]=[O:19])C. (4) Given the product [F:21][C:15]1[CH:16]=[C:17]([F:20])[CH:18]=[CH:19][C:14]=1[N:13]1[CH:9]([C:4]2[CH:3]=[C:2]([C:36]3[CH:37]=[CH:38][C:33]([S:30]([CH3:29])(=[O:32])=[O:31])=[CH:34][CH:35]=3)[C:7]([F:8])=[CH:6][CH:5]=2)[CH2:10][C:11]([C:22]([F:27])([F:28])[C:23]([F:26])([F:25])[F:24])=[N:12]1, predict the reactants needed to synthesize it. The reactants are: Br[C:2]1[CH:3]=[C:4]([CH:9]2[N:13]([C:14]3[CH:19]=[CH:18][C:17]([F:20])=[CH:16][C:15]=3[F:21])[N:12]=[C:11]([C:22]([F:28])([F:27])[C:23]([F:26])([F:25])[F:24])[CH2:10]2)[CH:5]=[CH:6][C:7]=1[F:8].[CH3:29][S:30]([C:33]1[CH:38]=[CH:37][C:36](B(O)O)=[CH:35][CH:34]=1)(=[O:32])=[O:31].C(=O)([O-])[O-].[Na+].[Na+].C(O)C. (5) The reactants are: [OH:1][C:2]1[CH:16]=[CH:15][C:5]([C:6]([C:8]2[CH:13]=[CH:12][C:11]([OH:14])=[CH:10][CH:9]=2)=O)=[CH:4][CH:3]=1. Given the product [OH:1][C:2]1[CH:16]=[CH:15][C:5]([C:6]([C:8]2[CH:13]=[CH:12][C:11]([OH:14])=[CH:10][CH:9]=2)=[C:6]([C:5]2[CH:15]=[CH:16][C:2]([OH:1])=[CH:3][CH:4]=2)[C:8]2[CH:9]=[CH:10][C:11]([OH:14])=[CH:12][CH:13]=2)=[CH:4][CH:3]=1, predict the reactants needed to synthesize it. (6) Given the product [CH2:1]([C:3]1[C:4]([NH:19][C:20]2[CH:21]=[CH:22][C:23]([CH2:26][C:27]([O:29][CH2:30][CH3:31])=[O:28])=[CH:24][CH:25]=2)=[N:5][C:6]([C:10]2[S:11][C:12]([CH2:15][CH2:16][CH2:17][NH:40][CH3:39])=[CH:13][CH:14]=2)=[N:7][C:8]=1[CH3:9])[CH3:2], predict the reactants needed to synthesize it. The reactants are: [CH2:1]([C:3]1[C:4]([NH:19][C:20]2[CH:25]=[CH:24][C:23]([CH2:26][C:27]([O:29][CH2:30][CH3:31])=[O:28])=[CH:22][CH:21]=2)=[N:5][C:6]([C:10]2[S:11][C:12]([CH2:15][CH2:16][CH:17]=O)=[CH:13][CH:14]=2)=[N:7][C:8]=1[CH3:9])[CH3:2].C([CH2:39][NH2:40])C1C=CC=CC=1.[H][H]. (7) Given the product [Cl:42][C:28]1[CH:27]=[C:26]([NH:25][C:23]2[C:24]3[N:16]([CH2:15][CH2:14][O:13][CH2:12][CH2:11][OH:10])[CH:17]=[CH:18][C:19]=3[N:20]=[CH:21][N:22]=2)[CH:41]=[CH:40][C:29]=1[O:30][C:31]1[CH:32]=[C:33]([CH:37]=[CH:38][CH:39]=1)[C:34]([NH2:45])=[O:36], predict the reactants needed to synthesize it. The reactants are: Cl.C([O:10][CH2:11][CH2:12][O:13][CH2:14][CH2:15][N:16]1[C:24]2[C:23]([NH:25][C:26]3[CH:41]=[CH:40][C:29]([O:30][C:31]4[CH:32]=[C:33]([CH:37]=[CH:38][CH:39]=4)[C:34]([OH:36])=O)=[C:28]([Cl:42])[CH:27]=3)=[N:22][CH:21]=[N:20][C:19]=2[CH:18]=[CH:17]1)(=O)C1C=CC=CC=1.C([N:45](CC)CC)C.C(N1C=CN=C1)(N1C=CN=C1)=O.N.CO. (8) Given the product [C:8]([C:10]1([NH:13][C:14]([C@@H:16]2[CH2:20][C@@H:19]([S:21]([C:24]3[CH:25]=[CH:26][CH:27]=[CH:28][CH:29]=3)(=[O:23])=[O:22])[CH2:18][N:17]2[C:30](=[O:37])[C:31]2[CH:36]=[CH:35][CH:34]=[CH:33][CH:32]=2)=[O:15])[CH2:12][CH2:11]1)#[N:9], predict the reactants needed to synthesize it. The reactants are: FC(F)(F)C(O)=O.[C:8]([C:10]1([NH:13][C:14]([C@@H:16]2[CH2:20][C@@H:19]([S:21]([C:24]3[CH:29]=[CH:28][CH:27]=[CH:26][CH:25]=3)(=[O:23])=[O:22])[CH2:18][NH:17]2)=[O:15])[CH2:12][CH2:11]1)#[N:9].[C:30](O)(=[O:37])[C:31]1[CH:36]=[CH:35][CH:34]=[CH:33][CH:32]=1. (9) Given the product [NH:30]1[CH:34]=[CH:33][N:32]=[C:31]1[CH2:35][N:27]1[CH2:28][CH2:29][CH:24]([N:16]2[C:17]3[N:18]=[CH:19][N:20]=[C:21]([NH2:23])[C:22]=3[C:14]([C:11]3[CH:10]=[CH:9][C:8]([O:1][C:2]4[CH:7]=[CH:6][CH:5]=[CH:4][CH:3]=4)=[CH:13][CH:12]=3)=[CH:15]2)[CH2:25][CH2:26]1, predict the reactants needed to synthesize it. The reactants are: [O:1]([C:8]1[CH:13]=[CH:12][C:11]([C:14]2[C:22]3[C:21]([NH2:23])=[N:20][CH:19]=[N:18][C:17]=3[N:16]([CH:24]3[CH2:29][CH2:28][NH:27][CH2:26][CH2:25]3)[CH:15]=2)=[CH:10][CH:9]=1)[C:2]1[CH:7]=[CH:6][CH:5]=[CH:4][CH:3]=1.[NH:30]1[CH:34]=[CH:33][N:32]=[C:31]1[CH:35]=O.C(O)(=O)C.C(O[BH-](OC(=O)C)OC(=O)C)(=O)C.[Na+].C(=O)(O)[O-].[Na+].